Dataset: Full USPTO retrosynthesis dataset with 1.9M reactions from patents (1976-2016). Task: Predict the reactants needed to synthesize the given product. (1) Given the product [CH3:1][NH:2][CH2:3][CH2:4][C@H:5]([O:11][C:12]1[CH:13]=[CH:14][CH:15]=[C:16]2[CH:21]=[CH:20][CH:19]=[CH:18][C:17]=12)[C:6]1[S:10][CH:9]=[CH:8][CH:7]=1.[ClH:28], predict the reactants needed to synthesize it. The reactants are: [CH3:1][NH:2][CH2:3][CH2:4][C@H:5]([O:11][C:12]1[CH:13]=[CH:14][CH:15]=[C:16]2[CH:21]=[CH:20][CH:19]=[CH:18][C:17]=12)[C:6]1[S:10][CH:9]=[CH:8][CH:7]=1.C(OCC)(=O)C.[ClH:28]. (2) Given the product [CH2:14]([S:21][C:2]1[S:3][C:4]([Br:7])=[CH:5][N:6]=1)[C:15]1[CH:20]=[CH:19][CH:18]=[CH:17][CH:16]=1, predict the reactants needed to synthesize it. The reactants are: Br[C:2]1[S:3][C:4]([Br:7])=[CH:5][N:6]=1.C([O-])([O-])=O.[K+].[K+].[CH2:14]([SH:21])[C:15]1[CH:20]=[CH:19][CH:18]=[CH:17][CH:16]=1. (3) Given the product [F:1][C:2]1[C:7]([S:8]([C:11]([F:14])([F:13])[F:12])(=[O:9])=[O:10])=[CH:6][CH:5]=[CH:4][C:3]=1[CH:15]1[CH2:20][CH2:19][N:18]([CH2:28][CH2:29][OH:30])[CH2:17][CH2:16]1, predict the reactants needed to synthesize it. The reactants are: [F:1][C:2]1[C:7]([S:8]([C:11]([F:14])([F:13])[F:12])(=[O:10])=[O:9])=[CH:6][CH:5]=[CH:4][C:3]=1[CH:15]1[CH2:20][CH2:19][NH:18][CH2:17][CH2:16]1.C(=O)([O-])[O-].[K+].[K+].I[CH2:28][CH2:29][OH:30].CS(OC1C=CC=C(C2CCNCC2)C=1F)(=O)=O. (4) Given the product [CH:13]1[C:14]2[C:18]3[CH:19]=[CH:20][CH:21]=[CH:22][C:17]=3[O:16][C:15]=2[C:10]([C:7]2[CH:8]=[CH:9][C:4]([NH2:1])=[CH:5][CH:6]=2)=[CH:11][CH:12]=1, predict the reactants needed to synthesize it. The reactants are: [N+:1]([C:4]1[CH:9]=[CH:8][C:7]([C:10]2[C:15]3[O:16][C:17]4[CH:22]=[CH:21][CH:20]=[CH:19][C:18]=4[C:14]=3[CH:13]=[CH:12][CH:11]=2)=[CH:6][CH:5]=1)([O-])=O. (5) Given the product [OH:8][CH2:9][C:10]([O:12][C@@H:13]1[C@:29]2([CH3:30])[CH:16]([CH:17]3[CH:26]([CH2:27][CH2:28]2)[C:25]2[CH:24]=[CH:23][C:22]([O:31][Si:32]([C:35]([CH3:38])([CH3:37])[CH3:36])([CH3:34])[CH3:33])=[CH:21][C:20]=2[CH2:19][CH2:18]3)[CH2:15][CH2:14]1)=[O:11], predict the reactants needed to synthesize it. The reactants are: C([O:8][CH2:9][C:10]([O:12][C@@H:13]1[C@:29]2([CH3:30])[CH:16]([CH:17]3[CH:26]([CH2:27][CH2:28]2)[C:25]2[CH:24]=[CH:23][C:22]([O:31][Si:32]([C:35]([CH3:38])([CH3:37])[CH3:36])([CH3:34])[CH3:33])=[CH:21][C:20]=2[CH2:19][CH2:18]3)[CH2:15][CH2:14]1)=[O:11])C1C=CC=CC=1.